Predict the reactants needed to synthesize the given product. From a dataset of Full USPTO retrosynthesis dataset with 1.9M reactions from patents (1976-2016). (1) Given the product [CH2:11]([NH:13][C:2]1[CH:7]=[CH:6][C:5]([N+:8]([O-:10])=[O:9])=[CH:4][N:3]=1)[CH3:12], predict the reactants needed to synthesize it. The reactants are: Cl[C:2]1[CH:7]=[CH:6][C:5]([N+:8]([O-:10])=[O:9])=[CH:4][N:3]=1.[CH2:11]([NH2:13])[CH3:12].C(OCC)(=O)C. (2) Given the product [CH:1]1([C:4]2[N:8]([CH3:9])[C:7]3[C:10]([C:27]4[C:23]([CH3:22])=[N:24][NH:25][C:26]=4[CH3:37])=[CH:11][C:12]([C:14]4[C:15]([CH3:20])=[N:16][O:17][C:18]=4[CH3:19])=[CH:13][C:6]=3[N:5]=2)[CH2:3][CH2:2]1, predict the reactants needed to synthesize it. The reactants are: [CH:1]1([C:4]2[N:8]([CH3:9])[C:7]3[C:10](I)=[CH:11][C:12]([C:14]4[C:15]([CH3:20])=[N:16][O:17][C:18]=4[CH3:19])=[CH:13][C:6]=3[N:5]=2)[CH2:3][CH2:2]1.[CH3:22][C:23]1[C:27](B2OC(C)(C)C(C)(C)O2)=[C:26]([CH3:37])[NH:25][N:24]=1.C([O-])([O-])=O.[Cs+].[Cs+].